The task is: Regression/Classification. Given a drug SMILES string, predict its absorption, distribution, metabolism, or excretion properties. Task type varies by dataset: regression for continuous measurements (e.g., permeability, clearance, half-life) or binary classification for categorical outcomes (e.g., BBB penetration, CYP inhibition). For this dataset (lipophilicity_astrazeneca), we predict Y.. This data is from Experimental lipophilicity measurements (octanol/water distribution) for 4,200 compounds from AstraZeneca. (1) The drug is NC(=O)c1cccc(O[C@H]2C[C@@H]3CC[C@H](C2)N3CC2CC2)c1. The Y is 0.0700 logD. (2) The molecule is NC(=O)c1cc([N+](=O)[O-])cc([N+](=O)[O-])c1. The Y is 0.810 logD. (3) The compound is CCn1c(C)c(C(=O)O)c(-c2cccc(N3CCN(c4ccc(NS(=O)(=O)c5ccc(N[C@H](CCN6CCC(O)CC6)CSc6ccccc6)c(S(=O)(=O)C(F)(F)F)c5)cc4)CC3)c2)c1-c1ccc(Cl)cc1. The Y is 4.20 logD. (4) The drug is CC(C)(c1cc(N2CCOCC2)nc(-c2cccc3[nH]ccc23)n1)S(C)(=O)=O. The Y is 2.65 logD. (5) The compound is COc1cc(F)ccc1-c1cccc(CNC2CCCC2)n1. The Y is 2.06 logD. (6) The molecule is CCCc1cc(C2=N[C@@H](C(=O)NO)CO2)cc(OC)c1OC. The Y is 1.69 logD. (7) The Y is 1.00 logD. The compound is CC(=O)Nc1ccccc1C. (8) The compound is NC(=O)c1cccc(OC2CCN(CC3CC3)CC2)c1. The Y is 0.490 logD.